Dataset: Full USPTO retrosynthesis dataset with 1.9M reactions from patents (1976-2016). Task: Predict the reactants needed to synthesize the given product. (1) Given the product [Si:1]([O:8][C@@H:9]1[C@H:13]([CH2:14][O:15][Si:16]([C:19]([CH3:20])([CH3:21])[CH3:22])([CH3:17])[CH3:18])[CH2:12][C@@H:11]([O:23][C:24]2[N:32]=[CH:31][N:30]=[C:29]3[C:25]=2[N:26]=[C:27]([I:44])[N:28]3[CH:33]2[CH2:38][CH2:37][CH2:36][CH2:35][O:34]2)[CH2:10]1)([C:4]([CH3:6])([CH3:7])[CH3:5])([CH3:2])[CH3:3], predict the reactants needed to synthesize it. The reactants are: [Si:1]([O:8][C@@H:9]1[C@H:13]([CH2:14][O:15][Si:16]([C:19]([CH3:22])([CH3:21])[CH3:20])([CH3:18])[CH3:17])[CH2:12][C@@H:11]([O:23][C:24]2[N:32]=[CH:31][N:30]=[C:29]3[C:25]=2[N:26]=[CH:27][N:28]3[CH:33]2[CH2:38][CH2:37][CH2:36][CH2:35][O:34]2)[CH2:10]1)([C:4]([CH3:7])([CH3:6])[CH3:5])([CH3:3])[CH3:2].C1COCC1.[I:44]N1C(=O)CCC1=O. (2) The reactants are: [Cl:1][C:2]1[CH:3]=[CH:4][C:5](B2OC(C)(C)C(C)(C)O2)=[C:6]([OH:8])[CH:7]=1.Cl[C:19]1[N:20]=[N:21][C:22]([O:25][CH:26]2[CH2:31][C:30]([CH3:33])([CH3:32])[NH:29][C:28]([CH3:35])([CH3:34])[CH2:27]2)=[CH:23][CH:24]=1.CC(OC)(C)C. Given the product [ClH:1].[Cl:1][C:2]1[CH:3]=[CH:4][C:5]([C:19]2[N:20]=[N:21][C:22]([O:25][CH:26]3[CH2:31][C:30]([CH3:33])([CH3:32])[NH:29][C:28]([CH3:35])([CH3:34])[CH2:27]3)=[CH:23][CH:24]=2)=[C:6]([OH:8])[CH:7]=1, predict the reactants needed to synthesize it. (3) Given the product [F:1][C:2]1[CH:10]=[C:9]([F:11])[CH:8]=[CH:7][C:3]=1[C:4]([O:6][CH2:13][CH3:14])=[O:5], predict the reactants needed to synthesize it. The reactants are: [F:1][C:2]1[CH:10]=[C:9]([F:11])[CH:8]=[CH:7][C:3]=1[C:4]([OH:6])=[O:5].Cl.[CH2:13](O)[CH3:14]. (4) Given the product [F:22][C:20]([F:21])([F:23])[C:18]1[CH:19]=[C:14]([C:9]2[C:10]([C:12]#[N:13])=[CH:11][N:7]([CH2:6][C:5]([OH:28])=[O:4])[CH:8]=2)[CH:15]=[C:16]([C:24]([F:25])([F:26])[F:27])[CH:17]=1, predict the reactants needed to synthesize it. The reactants are: [OH-].[Na+].C[O:4][C:5](=[O:28])[CH2:6][N:7]1[CH:11]=[C:10]([C:12]#[N:13])[C:9]([C:14]2[CH:19]=[C:18]([C:20]([F:23])([F:22])[F:21])[CH:17]=[C:16]([C:24]([F:27])([F:26])[F:25])[CH:15]=2)=[CH:8]1.C1COCC1.Cl.